The task is: Regression. Given a target protein amino acid sequence and a drug SMILES string, predict the binding affinity score between them. We predict pKi (pKi = -log10(Ki in M); higher means stronger inhibition). Dataset: bindingdb_ki.. This data is from Drug-target binding data from BindingDB using Ki measurements. (1) The pKi is 5.2. The target protein (P07327) has sequence MSTAGKVIKCKAAVLWELKKPFSIEEVEVAPPKAHEVRIKMVAVGICGTDDHVVSGTMVTPLPVILGHEAAGIVESVGEGVTTVKPGDKVIPLAIPQCGKCRICKNPESNYCLKNDVSNPQGTLQDGTSRFTCRRKPIHHFLGISTFSQYTVVDENAVAKIDAASPLEKVCLIGCGFSTGYGSAVNVAKVTPGSTCAVFGLGGVGLSAIMGCKAAGAARIIAVDINKDKFAKAKELGATECINPQDYKKPIQEVLKEMTDGGVDFSFEVIGRLDTMMASLLCCHEACGTSVIVGVPPDSQNLSMNPMLLLTGRTWKGAILGGFKSKECVPKLVADFMAKKFSLDALITHVLPFEKINEGFDLLHSGKSIRTILMF. The compound is CCCCCCC(C)NC=O. (2) The small molecule is CCc1c(C2CCN(CCCSc3ccc(F)cc3)CC2)c2ccc(F)cc2n1-c1cc(C(=O)O)ccn1. The target protein (P51678) has sequence MAFNTDEIKTVVESFETTPYEYEWAPPCEKVRIKELGSWLLPPLYSLVFIIGLLGNMMVVLILIKYRKLQIMTNIYLFNLAISDLLFLFTVPFWIHYVLWNEWGFGHYMCKMLSGFYYLALYSEIFFIILLTIDRYLAIVHAVFALRARTVTFATITSIITWGLAGLAALPEFIFHESQDSFGEFSCSPRYPEGEEDSWKRFHALRMNIFGLALPLLIMVICYSGIIKTLLRCPNKKKHKAIRLIFVVMIVFFIFWTPYNLVLLFSAFHSTFLETSCQQSKHLDLAMQVTEVIAYTHCCINPVIYAFVGERFRKHLRLFFHRNVAVYLGKYIPFLPGEKMERTSSVSPSTGEQEISVVF. The pKi is 7.1.